Dataset: Drug-target binding data from BindingDB using Ki measurements. Task: Regression. Given a target protein amino acid sequence and a drug SMILES string, predict the binding affinity score between them. We predict pKi (pKi = -log10(Ki in M); higher means stronger inhibition). Dataset: bindingdb_ki. (1) The small molecule is NC(C(=O)O)c1ccccc1C(F)(F)F. The target protein (O08532) has sequence MAAGCLLALTLTLFQSGLIGPSSEEPFPSPVTIKSWVDKMQEDLVTLAKTASGVTQLADIYEKYQDLYTVEPNNARQLVEIAARDIEKLLSNRSKALVRLAMEAEKVQAAHQWREDFASNEVVYYNAKDDLDPERNESEPGSQRIKPVFIEDANFGRQISYQHAAVHIPTDIYEGSTIVLNELNWTSALDEVFKRNRDEDPTLLWQVFGSATGLARYYPASPWVDNSRTPNKIDLYDVRRRPWYIQGAASPKDMLILVDVSGSVSGLTLKLIRTSVSEMLETLSDDDFVNVASFNSNAQDVSCFQHLVQANVRNKKVLKDAVNNITAKGITDYKKGFSFAFEQLLNYNVSRANCNKIIMLFTDGGEERAQEIFAKYNKDKKVRVFTFSVGQHNYDRGPIQWMACENKGYYYEIPSIGAIRINTQEYLDVLGRPMVLAGDKAKQVQWTNVYLDALELGLVITGTLPVFNVTGQSENKTNLKNQLILGVMGVDVSLEDIKRL.... The pKi is 4.0. (2) The drug is COc1ccc(-n2cnnc2SCC(=O)Nc2cc(C)on2)cc1. The target protein (P41543) has sequence MRQVWFSWIVGLFLCFFNVSSAAQYEPPATWENVDYKRTIDVSNAYISETIEITIKNIASEPATEYFTAFESGIFSKVSFFSAYFTNEATFLNSQLLANSTTAPGDDGESEIRYGIIQFPNAISPQEEVSLVIKSFYNTVGIPYPEHVGMSEEQHLLWETNRLPLSAYDTKKASFTLIGSSSFEEYHPPNDESLLGKANGNSFEFGPWEDIPRFSSNETLAIVYSHNAPLNQVVNLRRDIWLSHWASTIQFEEYYELTNKAAKLSKGFSRLELMKQIQTQNMRQTHFVTVLDMLLPEGATDHYFTDLVGLVSTSHAERDHFFIRPRFPIFGGWNYNFTVGWTNKLSDFLHVSSGSDEKFVASIPILNGPPDTVYDNVELSVFLPEGAEIFDIDSPVPFTNVSIETQKSYFDLNKGHVKLTFSYRNLISQVANGQVLIKYDYPKSSFFKKPLSIACYIFTALMGVFVLKTLNMNVTN. The pKi is 4.0. (3) The drug is O=C(O)[C@@H](O)[C@@H](O)[C@@H](O)COP(=O)(O)O. The target protein (P00349) has sequence MAQADIALIGLAVMGQNLILNMNDHGFVVCAFNRTVSKVDDFLANEAKGTKVLGAHSLEEMVSKLKKPRRIILLVKAGQAVDNFIEKLVPLLDIGDIIIDGGNSEYRDTMRRCRDLKDKGILFVGSGVSGGEDGARYGPSLMPGGNKEAWPHIKAIFQGIAAKVGTGEPCCDWVGDDGAGHFVKMVHNGIEYGDMQLICEAYHLMKDVLGLGHKEMAKAFEEWNKTELDSFLIEITASILKFQDADGKHLLPKIRDSAGQKGTGKWTAISALEYGVPVTLIGEAVFARCLSSLKDERIQASKKLKGPQNIPFEGDKKSFLEDIRKALYASKIISYAQGFMLLRQAATEFGWTLNYGGIALMWRGGCIIRSVFLGKIKDAFDRNPGLQNLLLDDFFKSAVENCQDSWRRAISTGVQAGIPMPCFTTALSFYDGYRHAMLPANLIQAQRDYFGAHTYELLAKPGQFIHTNWTGHGGSVSSSSYNA. The pKi is 4.2. (4) The compound is CCCCSc1nc2c(N)ncnc2n1[C@@H]1O[C@H](COP(=O)(O)OP(=O)(O)OP(=O)(O)O)[C@@H](O)[C@H]1O. The target protein (P29411) has sequence MGASGRLLRAVIMGAPGSGKGTGSSRITKHFELKHLSSGDLLRQNMLQGTEIAVLAKSFIDQGKLIPDDDMTRLALHELKNLTQCSWLLDGFPRTLPQAEALDRVYQIDTVINLNVPFEVIKLRLTARWIHPASGRVYNIEFNPPKTVGIDDLTGEPLIQREDDKPETVIKRLKAYEAQTEPVLQYYQKKGVLETFSGTETNKIRPHVYSFLQMKVPETIQKASVTP. The pKi is 4.2. (5) The compound is N=C(N)c1ccc(CNC(=O)[C@@H]2Cc3cn(nn3)Cc3cccc(c3)Cn3cc(nn3)C[C@@H](NS(=O)(=O)Cc3ccccc3)C(=O)N2)cc1. The target protein (P00747) has sequence MEHKEVVLLLLLFLKSGQGEPLDDYVNTQGASLFSVTKKQLGAGSIEECAAKCEEDEEFTCRAFQYHSKEQQCVIMAENRKSSIIIRMRDVVLFEKKVYLSECKTGNGKNYRGTMSKTKNGITCQKWSSTSPHRPRFSPATHPSEGLEENYCRNPDNDPQGPWCYTTDPEKRYDYCDILECEEECMHCSGENYDGKISKTMSGLECQAWDSQSPHAHGYIPSKFPNKNLKKNYCRNPDRELRPWCFTTDPNKRWELCDIPRCTTPPPSSGPTYQCLKGTGENYRGNVAVTVSGHTCQHWSAQTPHTHNRTPENFPCKNLDENYCRNPDGKRAPWCHTTNSQVRWEYCKIPSCDSSPVSTEQLAPTAPPELTPVVQDCYHGDGQSYRGTSSTTTTGKKCQSWSSMTPHRHQKTPENYPNAGLTMNYCRNPDADKGPWCFTTDPSVRWEYCNLKKCSGTEASVVAPPPVVLLPDVETPSEEDCMFGNGKGYRGKRATTVTGT.... The pKi is 9.1. (6) The compound is O[C@H]1CN[C@H](CN[C@@H](COCOc2ccc(Br)cc2)c2ccccc2)[C@H]1O. The target protein (Q9UKM7) has sequence MAACEGRRSGALGSSQSDFLTPPVGGAPWAVATTVVMYPPPPPPPHRDFISVTLSFGENYDNSKSWRRRSCWRKWKQLSRLQRNMILFLLAFLLFCGLLFYINLADHWKALAFRLEEEQKMRPEIAGLKPANPPVLPAPQKADTDPENLPEISSQKTQRHIQRGPPHLQIRPPSQDLKDGTQEEATKRQEAPVDPRPEGDPQRTVISWRGAVIEPEQGTELPSRRAEVPTKPPLPPARTQGTPVHLNYRQKGVIDVFLHAWKGYRKFAWGHDELKPVSRSFSEWFGLGLTLIDALDTMWILGLRKEFEEARKWVSKKLHFEKDVDVNLFESTIRILGGLLSAYHLSGDSLFLRKAEDFGNRLMPAFRTPSKIPYSDVNIGTGVAHPPRWTSDSTVAEVTSIQLEFRELSRLTGDKKFQEAVEKVTQHIHGLSGKKDGLVPMFINTHSGLFTHLGVFTLGARADSYYEYLLKQWIQGGKQETQLLEDYVEAIEGVRTHLLR.... The pKi is 6.5.